This data is from Full USPTO retrosynthesis dataset with 1.9M reactions from patents (1976-2016). The task is: Predict the reactants needed to synthesize the given product. (1) Given the product [ClH:32].[F:1][C:2]1[CH:7]=[CH:6][CH:5]=[CH:4][C:3]=1[C:8]1[C:18]2[O:17][CH2:16][CH2:15][NH:14][CH2:13][C:12]=2[CH:11]=[CH:10][CH:9]=1, predict the reactants needed to synthesize it. The reactants are: [F:1][C:2]1[CH:7]=[CH:6][CH:5]=[CH:4][C:3]=1[C:8]1[C:18]2[O:17][CH2:16][CH2:15][N:14](C(OC(C)(C)C)=O)[CH2:13][C:12]=2[CH:11]=[CH:10][CH:9]=1.C(OCC)(=O)C.[ClH:32]. (2) Given the product [C:38]([O:37][C:35](=[O:36])[N:9]([CH2:8][CH2:7][C:2]1[CH:3]=[CH:4][CH:5]=[CH:6][N:1]=1)[CH2:10][C:11]1[CH:16]=[CH:15][CH:14]=[C:13]([CH2:17][CH2:18][O:19][CH:20]2[CH2:25][CH2:24][CH2:23][CH2:22][O:21]2)[CH:12]=1)([CH3:41])([CH3:40])[CH3:39], predict the reactants needed to synthesize it. The reactants are: [N:1]1[CH:6]=[CH:5][CH:4]=[CH:3][C:2]=1[CH2:7][CH2:8][NH:9][CH2:10][C:11]1[CH:16]=[CH:15][CH:14]=[C:13]([CH2:17][CH2:18][O:19][CH:20]2[CH2:25][CH2:24][CH2:23][CH2:22][O:21]2)[CH:12]=1.C(N(CC)C(C)C)(C)C.[C:35](O[C:35]([O:37][C:38]([CH3:41])([CH3:40])[CH3:39])=[O:36])([O:37][C:38]([CH3:41])([CH3:40])[CH3:39])=[O:36]. (3) Given the product [CH3:2][S:3]([CH:6]1[CH2:11][CH2:10][N:9]([C:22]2[N:23]([CH2:44][C:45]([F:46])([F:48])[F:47])[C:24]3[C:29]([N:30]=2)=[C:28]([N:31]2[CH2:32][CH2:33][O:34][CH2:35][CH2:36]2)[N:27]=[C:26]([C:37]2[CH:42]=[N:41][C:40]([NH2:43])=[N:39][CH:38]=2)[N:25]=3)[CH2:8][CH2:7]1)(=[O:5])=[O:4], predict the reactants needed to synthesize it. The reactants are: Cl.[CH3:2][S:3]([CH:6]1[CH2:11][CH2:10][NH:9][CH2:8][CH2:7]1)(=[O:5])=[O:4].C(N(C(C)C)CC)(C)C.Cl[C:22]1[N:23]([CH2:44][C:45]([F:48])([F:47])[F:46])[C:24]2[C:29]([N:30]=1)=[C:28]([N:31]1[CH2:36][CH2:35][O:34][CH2:33][CH2:32]1)[N:27]=[C:26]([C:37]1[CH:38]=[N:39][C:40]([NH2:43])=[N:41][CH:42]=1)[N:25]=2.